This data is from Reaction yield outcomes from USPTO patents with 853,638 reactions. The task is: Predict the reaction yield, written as a fraction of the theoretical maximum amount of product (1.0 means a 100% yield; for example, 0.34 means a 34% yield). (1) The reactants are [Br:1][C:2]1[CH:3]=[C:4]([NH2:9])[C:5]([NH2:8])=[N:6][CH:7]=1.[CH2:10](OC(OCC)OCC)C. The product is [Br:1][C:2]1[CH:3]=[C:4]2[N:9]=[CH:10][NH:8][C:5]2=[N:6][CH:7]=1. The catalyst is C(O)=O. The yield is 0.610. (2) The reactants are [C:1]([O:4][C@H:5]1[C@@H:19]([O:20][C:21](=[O:23])[CH3:22])[C@H:18]([O:24][C:25](=[O:27])[CH3:26])[C@@H:17]([CH2:28][O:29][C:30](=[O:32])[CH3:31])[O:16][C@@H:6]1[O:7][C:8]1[CH:13]=[CH:12][C:11](Br)=[CH:10][C:9]=1[Cl:15])(=[O:3])[CH3:2].[C:33]([C:35]1[CH:40]=[CH:39][C:38](B(O)O)=[CH:37][CH:36]=1)#[N:34].C(=O)([O-])[O-].[Cs+].[Cs+].C(O[C@H]1[C@@H](OC(=O)C)[C@H](OC(=O)C)[C@@H](COC(=O)C)O[C@@H]1OC1C=CC(C2C=CC(C(OC)=O)=CC=2)=CC=1Cl)(=O)C. The catalyst is O1CCOCC1.C1C=CC([P]([Pd]([P](C2C=CC=CC=2)(C2C=CC=CC=2)C2C=CC=CC=2)([P](C2C=CC=CC=2)(C2C=CC=CC=2)C2C=CC=CC=2)[P](C2C=CC=CC=2)(C2C=CC=CC=2)C2C=CC=CC=2)(C2C=CC=CC=2)C2C=CC=CC=2)=CC=1. The product is [C:1]([O:4][C@H:5]1[C@@H:19]([O:20][C:21](=[O:23])[CH3:22])[C@H:18]([O:24][C:25](=[O:27])[CH3:26])[C@@H:17]([CH2:28][O:29][C:30](=[O:32])[CH3:31])[O:16][C@@H:6]1[O:7][C:8]1[CH:13]=[CH:12][C:11]([C:38]2[CH:39]=[CH:40][C:35]([C:33]#[N:34])=[CH:36][CH:37]=2)=[CH:10][C:9]=1[Cl:15])(=[O:3])[CH3:2]. The yield is 0.350.